From a dataset of Catalyst prediction with 721,799 reactions and 888 catalyst types from USPTO. Predict which catalyst facilitates the given reaction. (1) Reactant: [CH:1]1([CH:4]([N:8]2[CH:12]=[C:11]([C:13]3[N:18]4[CH:19]=[CH:20][N:21]=[C:17]4[CH:16]=[C:15]([C:22]4[CH:23]=[N:24][N:25](COCC[Si](C)(C)C)[CH:26]=4)[N:14]=3)[CH:10]=[N:9]2)[CH2:5][C:6]#[N:7])[CH2:3][CH2:2]1.FC(F)(F)C(O)=O. Product: [NH:25]1[CH:26]=[C:22]([C:15]2[N:14]=[C:13]([C:11]3[CH:10]=[N:9][N:8]([CH:4]([CH:1]4[CH2:3][CH2:2]4)[CH2:5][C:6]#[N:7])[CH:12]=3)[N:18]3[CH:19]=[CH:20][N:21]=[C:17]3[CH:16]=2)[CH:23]=[N:24]1. The catalyst class is: 2. (2) Reactant: [N:1]1[C:10]2[CH:9]([NH:11][CH2:12][CH2:13][NH:14][C:15](=[O:21])[O:16][C:17]([CH3:20])([CH3:19])[CH3:18])[CH2:8][CH2:7][CH2:6][C:5]=2[CH:4]=[CH:3][CH:2]=1.[N:22]1[C:23]([CH:31]=O)=[CH:24][N:25]2[CH:30]=[CH:29][CH:28]=[CH:27][C:26]=12.C(O)(=O)C.C(O[BH-](OC(=O)C)OC(=O)C)(=O)C.[Na+].C(=O)([O-])[O-].[Na+].[Na+]. Product: [N:22]1[C:23]([CH2:31][N:11]([CH:9]2[C:10]3[N:1]=[CH:2][CH:3]=[CH:4][C:5]=3[CH2:6][CH2:7][CH2:8]2)[CH2:12][CH2:13][NH:14][C:15](=[O:21])[O:16][C:17]([CH3:18])([CH3:20])[CH3:19])=[CH:24][N:25]2[CH:30]=[CH:29][CH:28]=[CH:27][C:26]=12. The catalyst class is: 26. (3) Reactant: [OH:1][CH2:2][CH:3]([NH:5][C:6]([C:8]1[C:16]2[C:15]([C:17]3[CH:22]=[CH:21][CH:20]=[C:19]([N+:23]([O-:25])=[O:24])[CH:18]=3)=[N:14][CH:13]=[N:12][C:11]=2[N:10]([CH2:26][O:27][CH2:28][CH2:29][Si:30]([CH3:33])([CH3:32])[CH3:31])[CH:9]=1)=[O:7])[CH3:4]. Product: [N+:23]([C:19]1[CH:18]=[C:17]([C:15]2[C:16]3[C:8]([C:6]([NH:5][CH:3]([CH3:4])[CH:2]=[O:1])=[O:7])=[CH:9][N:10]([CH2:26][O:27][CH2:28][CH2:29][Si:30]([CH3:31])([CH3:33])[CH3:32])[C:11]=3[N:12]=[CH:13][N:14]=2)[CH:22]=[CH:21][CH:20]=1)([O-:25])=[O:24]. The catalyst class is: 4. (4) Reactant: Cl.[F:2][C:3]1[CH:8]=[CH:7][CH:6]=[CH:5][C:4]=1[NH:9][NH2:10].C(N(CC)CC)C.[NH2:18]/[C:19](/OCC)=[CH:20]\[C:21](=O)[C:22]([F:25])([F:24])[F:23]. Product: [F:2][C:3]1[CH:8]=[CH:7][CH:6]=[CH:5][C:4]=1[N:9]1[C:21]([C:22]([F:25])([F:24])[F:23])=[CH:20][C:19]([NH2:18])=[N:10]1. The catalyst class is: 8. (5) Reactant: Cl.CN(C)CCCN=C=NCC.[C:13]([OH:21])(=O)[CH2:14][CH2:15][CH2:16][CH2:17][CH2:18][CH3:19].[OH:22][C:23]1[CH:24]=[C:25]([CH:29]=[CH:30][CH:31]=1)[CH2:26][CH2:27][NH2:28].C(N(CC)CC)C. Product: [OH:22][C:23]1[CH:24]=[C:25]([CH2:26][CH2:27][NH:28][C:13](=[O:21])[CH2:14][CH2:15][CH2:16][CH2:17][CH2:18][CH3:19])[CH:29]=[CH:30][CH:31]=1. The catalyst class is: 876.